This data is from Forward reaction prediction with 1.9M reactions from USPTO patents (1976-2016). The task is: Predict the product of the given reaction. (1) Given the reactants [CH2:1]([OH:4])[CH2:2][OH:3].[O:5]1[CH2:9][CH2:8][CH2:7][CH2:6]1.N1C=C[CH:13]=[CH:12][CH:11]=1.[C:16](Cl)(=[O:23])[C:17]1[CH:22]=[CH:21][CH:20]=[CH:19][CH:18]=1, predict the reaction product. The product is: [C:9]([O:3][CH2:2][CH2:1][O:4][C:16](=[O:23])[C:17]1[CH:22]=[CH:21][CH:20]=[CH:19][CH:18]=1)(=[O:5])[C:8]1[CH:13]=[CH:12][CH:11]=[CH:6][CH:7]=1. (2) The product is: [CH3:17][CH:16]([CH2:15][N:14]1[C:10]2[C:9]3[CH:8]=[CH:7][CH:6]=[CH:5][C:4]=3[N:3]=[C:2]([NH2:19])[C:11]=2[N:12]=[CH:13]1)[CH3:18]. Given the reactants Cl[C:2]1[C:11]2[N:12]=[CH:13][N:14]([CH2:15][CH:16]([CH3:18])[CH3:17])[C:10]=2[C:9]2[CH:8]=[CH:7][CH:6]=[CH:5][C:4]=2[N:3]=1.[NH2:19]C(N)=O.CS(C)=O.[OH-].[Na+], predict the reaction product. (3) Given the reactants C(O[C:5](=[O:7])[CH3:6])(=O)C.C(O)(=O)C.[Br:12][C:13]1[CH:14]=C2[C:20](=[CH:21][CH:22]=1)[C:19]([CH3:24])([CH3:23])[CH2:18][CH2:17]C2, predict the reaction product. The product is: [Br:12][C:13]1[CH:14]=[C:6]2[C:20]([C:19]([CH3:23])([CH3:24])[CH2:18][CH2:17][C:5]2=[O:7])=[CH:21][CH:22]=1. (4) Given the reactants [Br:1][C:2]1[S:3][CH:4]=[C:5]([C:7]([OH:9])=O)[N:6]=1.[NH2:10][C:11]1[C:12]([O:33][CH3:34])=[N:13][C:14]([NH:19][CH2:20][CH2:21][N:22]([CH:30]([CH3:32])[CH3:31])[C:23](=[O:29])[O:24][C:25]([CH3:28])([CH3:27])[CH3:26])=[N:15][C:16]=1[O:17][CH3:18].[Si](OCCNC1N=C(OC)C(NC(C2N=C(Cl)SC=2)=O)=C(OC)N=1)(C(C)(C)C)(C)C, predict the reaction product. The product is: [Br:1][C:2]1[S:3][CH:4]=[C:5]([C:7]([NH:10][C:11]2[C:16]([O:17][CH3:18])=[N:15][C:14]([NH:19][CH2:20][CH2:21][N:22]([CH:30]([CH3:31])[CH3:32])[C:23](=[O:29])[O:24][C:25]([CH3:28])([CH3:27])[CH3:26])=[N:13][C:12]=2[O:33][CH3:34])=[O:9])[N:6]=1. (5) Given the reactants F[C:2]1[CH:9]=[C:8]([CH3:10])[CH:7]=[CH:6][C:3]=1[C:4]#[N:5].[CH3:11][NH:12][CH3:13], predict the reaction product. The product is: [CH3:10][C:8]1[CH:7]=[CH:6][C:3]([C:4]#[N:5])=[C:2]([N:12]([CH3:13])[CH3:11])[CH:9]=1. (6) The product is: [CH3:26][NH:27][C:3]([C:5]1[C:14]([OH:15])=[C:13]2[C:8]([CH:9]=[CH:10][C:11](=[O:23])[N:12]2[CH2:16][C:17]2[CH:18]=[CH:19][CH:20]=[CH:21][CH:22]=2)=[C:7]([C:24]#[N:25])[N:6]=1)=[O:4]. Given the reactants CO[C:3]([C:5]1[C:14]([OH:15])=[C:13]2[C:8]([CH:9]=[CH:10][C:11](=[O:23])[N:12]2[CH2:16][C:17]2[CH:22]=[CH:21][CH:20]=[CH:19][CH:18]=2)=[C:7]([C:24]#[N:25])[N:6]=1)=[O:4].[CH3:26][NH2:27], predict the reaction product. (7) Given the reactants [F:1][CH:2]([F:29])[C:3]1[CH:8]=[CH:7][CH:6]=[CH:5][C:4]=1[C:9]1[N:14]=[CH:13][N:12]=[C:11]([N:15]2[CH2:20][CH2:19][CH:18]([NH:21][C:22](=[O:28])[O:23][C:24](C)(C)[CH3:25])[CH2:17][CH2:16]2)[CH:10]=1.FC(F)(F)[C:32](O)=[O:33].C([O-])(O)=O.[Na+].C(N(CC)CC)C.ClC(OCCOC)=O, predict the reaction product. The product is: [F:1][CH:2]([F:29])[C:3]1[CH:8]=[CH:7][CH:6]=[CH:5][C:4]=1[C:9]1[N:14]=[CH:13][N:12]=[C:11]([N:15]2[CH2:20][CH2:19][CH:18]([NH:21][C:22](=[O:28])[O:23][CH2:24][CH2:25][O:33][CH3:32])[CH2:17][CH2:16]2)[CH:10]=1. (8) Given the reactants CON(C)[C:4]([C:6]1[CH:7]=[C:8]([N+:18]([O-:20])=[O:19])[C:9]([NH:12][CH2:13][C:14]([O:16][CH3:17])=[O:15])=[N:10][CH:11]=1)=[O:5].[H-].C([Al+]CC(C)C)C(C)C.C1(C)C=CC=CC=1.CO, predict the reaction product. The product is: [CH:4]([C:6]1[CH:7]=[C:8]([N+:18]([O-:20])=[O:19])[C:9]([NH:12][CH2:13][C:14]([O:16][CH3:17])=[O:15])=[N:10][CH:11]=1)=[O:5]. (9) Given the reactants [Cl:1][C:2]1[CH:7]=[CH:6][C:5]([NH:8][C:9]2[N:14]=[N:13][C:12]([C:15]([OH:17])=O)=[CH:11][CH:10]=2)=[CH:4][CH:3]=1.CCN(C(C)C)C(C)C.CN(C(ON1N=N[C:37]2[CH:38]=[CH:39][CH:40]=[N:41][C:36]1=2)=[N+](C)C)C.F[P-](F)(F)(F)(F)F.N1CCCCC1, predict the reaction product. The product is: [Cl:1][C:2]1[CH:3]=[CH:4][C:5]([NH:8][C:9]2[N:14]=[N:13][C:12]([C:15]([N:41]3[CH2:36][CH2:37][CH2:38][CH2:39][CH2:40]3)=[O:17])=[CH:11][CH:10]=2)=[CH:6][CH:7]=1. (10) Given the reactants [CH3:1][NH:2][CH3:3].[CH3:4][C:5]1[CH:12]=[C:11]([CH3:13])[CH:10]=[C:9]([CH3:14])[C:6]=1CCl, predict the reaction product. The product is: [CH3:4][C:5]1[CH:12]=[C:11]([CH3:13])[CH:10]=[C:9]([CH3:14])[C:6]=1[N:2]([CH3:3])[CH3:1].